Dataset: Full USPTO retrosynthesis dataset with 1.9M reactions from patents (1976-2016). Task: Predict the reactants needed to synthesize the given product. (1) Given the product [Br:1][C:2]1[CH:3]=[CH:4][C:5]([CH2:8][CH:9]2[CH2:10][O:11][C:13]([CH3:18])([CH3:14])[O:12]2)=[CH:6][CH:7]=1, predict the reactants needed to synthesize it. The reactants are: [Br:1][C:2]1[CH:7]=[CH:6][C:5]([CH2:8][CH:9]([OH:12])[CH2:10][OH:11])=[CH:4][CH:3]=1.[C:13]1(C)[CH:18]=CC(S(O)(=O)=O)=C[CH:14]=1. (2) Given the product [NH2:120][C@H:112]([C:110]([OH:109])=[O:111])[CH2:113][CH2:114][CH2:115][NH:116][C:117]([NH2:118])=[O:18], predict the reactants needed to synthesize it. The reactants are: CN(C1C2C[C@@H]3C(C(=O)C=2C(O)=CC=1)=C(O)[C@@]1(O)[C@H]([C@H](N(C)C)C(O)=C(C(N)=O)C1=[O:18])C3)C.C[C@]1(O)[C@@H]2C(=C(O)[C@]3(O)C(=O)C(C(N)=O)=C(O)[C@@H](N(C)C)[C@@H]3C2)C(=O)C2C(O)=CC=C(Cl)C1=2.C[C@@H]1O[C@@H](O[C@H]2[C@H](O)[C@@H](O)[C@H](NC(N)=N)[C@@H](O)[C@@H]2NC(N)=N)[C@H](O[C@@H]2O[C@@H](CO)[C@H](O)[C@@H](O)[C@@H]2NC)[C@@]1(O)C=O.CC[O:109][C:110]([C@@H:112]([NH:120]C(C1C=CC=CC=1)=O)[CH2:113][CH2:114][CH2:115][N:116]=[C:117](N)[NH2:118])=[O:111]. (3) Given the product [Cl:1][C:2]1[CH:38]=[CH:37][CH:36]=[C:35]([C:39]([F:40])([F:41])[F:42])[C:3]=1[C:4]([N:6]1[C:14]2[C:9](=[CH:10][CH:11]=[C:12]([B:15]([OH:19])[OH:16])[CH:13]=2)[C:8]([C:24]2[CH:33]=[CH:32][C:27]([C:28]([O:30][CH3:31])=[O:29])=[CH:26][C:25]=2[F:34])=[N:7]1)=[O:5], predict the reactants needed to synthesize it. The reactants are: [Cl:1][C:2]1[CH:38]=[CH:37][CH:36]=[C:35]([C:39]([F:42])([F:41])[F:40])[C:3]=1[C:4]([N:6]1[C:14]2[C:9](=[CH:10][CH:11]=[C:12]([B:15]3[O:19]C(C)(C)C(C)(C)[O:16]3)[CH:13]=2)[C:8]([C:24]2[CH:33]=[CH:32][C:27]([C:28]([O:30][CH3:31])=[O:29])=[CH:26][C:25]=2[F:34])=[N:7]1)=[O:5]. (4) Given the product [O:23]1[CH2:24][CH2:25][N:26]([C:29]2[CH:30]=[CH:31][C:32]([NH:33][C:2]3[N:7]=[C:6]([C:8]4[CH:9]=[CH:10][C:11]([O:16][CH:17]5[CH2:22][CH2:21][O:20][CH2:19][CH2:18]5)=[C:12]([CH:15]=4)[C:13]#[N:14])[CH:5]=[CH:4][N:3]=3)=[CH:34][CH:35]=2)[CH2:27][CH2:28]1, predict the reactants needed to synthesize it. The reactants are: Cl[C:2]1[N:7]=[C:6]([C:8]2[CH:9]=[CH:10][C:11]([O:16][CH:17]3[CH2:22][CH2:21][O:20][CH2:19][CH2:18]3)=[C:12]([CH:15]=2)[C:13]#[N:14])[CH:5]=[CH:4][N:3]=1.[O:23]1[CH2:28][CH2:27][N:26]([C:29]2[CH:35]=[CH:34][C:32]([NH2:33])=[CH:31][CH:30]=2)[CH2:25][CH2:24]1. (5) Given the product [ClH:36].[C:26]([C:17]1[CH:16]=[C:15]([S:14][C:11]2([CH2:30][CH2:31][O:32][C:33](=[O:35])[CH3:34])[CH2:10][CH2:9][NH:8][CH2:13][CH2:12]2)[CH:20]=[C:19]([C:21]([CH3:24])([CH3:23])[CH3:22])[C:18]=1[OH:25])([CH3:27])([CH3:28])[CH3:29], predict the reactants needed to synthesize it. The reactants are: C(OC([N:8]1[CH2:13][CH2:12][C:11]([CH2:30][CH2:31][O:32][C:33](=[O:35])[CH3:34])([S:14][C:15]2[CH:20]=[C:19]([C:21]([CH3:24])([CH3:23])[CH3:22])[C:18]([OH:25])=[C:17]([C:26]([CH3:29])([CH3:28])[CH3:27])[CH:16]=2)[CH2:10][CH2:9]1)=O)(C)(C)C.[ClH:36]. (6) The reactants are: [CH3:1][O:2][C:3](=[O:12])[C:4]1[CH:9]=[C:8]([Cl:10])[C:7](Cl)=[N:6][CH:5]=1.[CH3:13][C@@H:14]1[CH2:19][NH:18][CH2:17][CH2:16][NH:15]1. Given the product [CH3:1][O:2][C:3](=[O:12])[C:4]1[CH:9]=[C:8]([Cl:10])[C:7]([N:18]2[CH2:17][CH2:16][NH:15][C@H:14]([CH3:13])[CH2:19]2)=[N:6][CH:5]=1, predict the reactants needed to synthesize it.